Dataset: Full USPTO retrosynthesis dataset with 1.9M reactions from patents (1976-2016). Task: Predict the reactants needed to synthesize the given product. (1) Given the product [F:47][C:36]1[CH:37]=[N:38][C:39]2[C:44]([C:35]=1[N:5]1[CH2:4][CH2:3][C:2]([CH2:8][CH2:9][NH:10][CH2:11][C:71]3[CH:70]=[CH:69][C:66]4[O:67][CH2:68][C:63](=[O:62])[NH:64][C:65]=4[N:72]=3)([OH:1])[CH2:7][CH2:6]1)=[CH:43][C:42]([O:45][CH3:46])=[CH:41][CH:40]=2, predict the reactants needed to synthesize it. The reactants are: [OH:1][C:2]1([CH2:8][CH2:9][NH:10][C:11](=O)OC(C)(C)C)[CH2:7][CH2:6][NH:5][CH2:4][CH2:3]1.N1(CCNC(=O)OC(C)(C)C)CCNCC1.Br[C:35]1[C:44]2[C:39](=[CH:40][CH:41]=[C:42]([O:45][CH3:46])[CH:43]=2)[N:38]=[CH:37][C:36]=1[F:47].BrC1C(F)=CN=C2C=1N=C(OC)C=C2.[O:62]=[C:63]1[CH2:68][O:67][C:66]2[CH:69]=[CH:70][C:71](C=O)=[N:72][C:65]=2[NH:64]1.O=C1CSC2C=CC(C=O)=NC=2N1. (2) Given the product [CH3:1][O:2][C:3](=[O:12])[CH2:4][C:5]1[CH:10]=[CH:9][CH:8]=[C:7]([O:11][CH2:31][CH2:30][C:16]2[N:17]=[C:18]([C:20]3[CH:25]=[CH:24][C:23]([C:26]([F:29])([F:28])[F:27])=[CH:22][CH:21]=3)[S:19][C:15]=2[CH2:13][CH3:14])[CH:6]=1, predict the reactants needed to synthesize it. The reactants are: [CH3:1][O:2][C:3](=[O:12])[CH2:4][C:5]1[CH:10]=[CH:9][CH:8]=[C:7]([OH:11])[CH:6]=1.[CH2:13]([C:15]1[S:19][C:18]([C:20]2[CH:25]=[CH:24][C:23]([C:26]([F:29])([F:28])[F:27])=[CH:22][CH:21]=2)=[N:17][C:16]=1[CH2:30][CH2:31]OS(C1C=CC(C)=CC=1)(=O)=O)[CH3:14].C(=O)([O-])[O-].[Cs+].[Cs+].